This data is from Full USPTO retrosynthesis dataset with 1.9M reactions from patents (1976-2016). The task is: Predict the reactants needed to synthesize the given product. (1) Given the product [CH:15]1([CH2:14][CH:13]([C:10]2[CH:11]=[CH:12][C:7]([C:6]#[N:5])=[CH:8][CH:9]=2)[C:20]2[NH:29][C:23]3=[N:24][CH:25]=[C:26]([F:28])[CH:27]=[C:22]3[CH:21]=2)[CH2:19][CH2:18][CH2:17][CH2:16]1, predict the reactants needed to synthesize it. The reactants are: C([NH:5][C:6](=O)[C:7]1[CH:12]=[CH:11][C:10]([CH:13]([C:20]2[NH:29][C:23]3=[N:24][CH:25]=[C:26]([F:28])[CH:27]=[C:22]3[CH:21]=2)[CH2:14][CH:15]2[CH2:19][CH2:18][CH2:17][CH2:16]2)=[CH:9][CH:8]=1)(C)(C)C.P(Cl)(Cl)(Cl)=O. (2) Given the product [Cl:1][C:2]1[CH:3]=[C:4]2[C:8](=[CH:9][CH:10]=1)[N:7]([S:39]([C:36]1[CH:37]=[CH:38][C:33]([O:32][CH3:31])=[CH:34][C:35]=1[O:43][C:44]([F:45])([F:46])[F:47])(=[O:41])=[O:40])[C:6](=[O:11])[C:5]2([NH:20][C@@H:21]([CH2:27][C:28]([NH2:30])=[O:29])[C:22]([N:24]([CH3:25])[CH3:26])=[O:23])[C:12]1[CH:17]=[CH:16][CH:15]=[CH:14][C:13]=1[O:18][CH3:19], predict the reactants needed to synthesize it. The reactants are: [Cl:1][C:2]1[CH:3]=[C:4]2[C:8](=[CH:9][CH:10]=1)[NH:7][C:6](=[O:11])[C:5]2([NH:20][C@@H:21]([CH2:27][C:28]([NH2:30])=[O:29])[C:22]([N:24]([CH3:26])[CH3:25])=[O:23])[C:12]1[CH:17]=[CH:16][CH:15]=[CH:14][C:13]=1[O:18][CH3:19].[CH3:31][O:32][C:33]1[CH:38]=[CH:37][C:36]([S:39](Cl)(=[O:41])=[O:40])=[C:35]([O:43][C:44]([F:47])([F:46])[F:45])[CH:34]=1. (3) Given the product [CH3:36][C:28]1[CH:29]=[C:30]([C:33](=[O:34])[NH:51][C@H:52]2[CH2:58][CH2:57][CH2:56][CH2:55][NH:54][C:53]2=[O:59])[CH:31]=[CH:32][C:27]=1[C:24]1[CH:25]=[CH:26][C:21]([CH2:20][C@H:19]([NH:18][C:16]([C@H:13]2[CH2:12][CH2:11][C@H:10]([CH2:9][NH:8][C:6](=[O:7])[O:5][C:1]([CH3:3])([CH3:2])[CH3:4])[CH2:15][CH2:14]2)=[O:17])[C:37](=[O:50])[NH:38][C:39]2[CH:44]=[CH:43][C:42]([C:45]3[N:49]=[N:48][NH:47][N:46]=3)=[CH:41][CH:40]=2)=[CH:22][CH:23]=1, predict the reactants needed to synthesize it. The reactants are: [C:1]([O:5][C:6]([NH:8][CH2:9][C@H:10]1[CH2:15][CH2:14][C@H:13]([C:16]([NH:18][C@H:19]([C:37](=[O:50])[NH:38][C:39]2[CH:44]=[CH:43][C:42]([C:45]3[N:46]=[N:47][NH:48][N:49]=3)=[CH:41][CH:40]=2)[CH2:20][C:21]2[CH:26]=[CH:25][C:24]([C:27]3[CH:32]=[CH:31][C:30]([C:33](O)=[O:34])=[CH:29][C:28]=3[CH3:36])=[CH:23][CH:22]=2)=[O:17])[CH2:12][CH2:11]1)=[O:7])([CH3:4])([CH3:3])[CH3:2].[NH2:51][C@H:52]1[CH2:58][CH2:57][CH2:56][CH2:55][NH:54][C:53]1=[O:59].C(N(CC)C(C)C)(C)C.F[P-](F)(F)(F)(F)F.CN(C(ON1C2=NC=CC=C2N=N1)=[N+](C)C)C. (4) Given the product [F:18][C:15]1[CH:16]=[CH:17][C:12]([C:9]2[O:10][CH:11]=[C:7]([C:21]([O:63][CH3:62])=[O:22])[N:8]=2)=[CH:13][CH:14]=1, predict the reactants needed to synthesize it. The reactants are: FC(F)(F)S(O[C:7]1[N:8]=[C:9]([C:12]2[CH:17]=[CH:16][C:15]([F:18])=[CH:14][CH:13]=2)[O:10][CH:11]=1)(=O)=O.[CH3:21][OH:22].C1C=CC(P(C2C=CC=CC=2)CCCP(C2C=CC=CC=2)C2C=CC=CC=2)=CC=1.C(N(CC)CC)C.CN([CH:62]=[O:63])C. (5) Given the product [C:27]1([C:19]2[CH:20]=[C:21]([C:23]([O:25][CH3:26])=[O:24])[CH:22]=[C:17]([O:6][S:3]([C:2]([F:15])([F:14])[F:1])(=[O:5])=[O:4])[N:18]=2)[CH:28]=[CH:29][CH:30]=[CH:31][CH:32]=1, predict the reactants needed to synthesize it. The reactants are: [F:1][C:2]([F:15])([F:14])[S:3]([O:6]S(C(F)(F)F)(=O)=O)(=[O:5])=[O:4].O=[C:17]1[CH:22]=[C:21]([C:23]([O:25][CH3:26])=[O:24])[CH:20]=[C:19]([C:27]2[CH:32]=[CH:31][CH:30]=[CH:29][CH:28]=2)[NH:18]1. (6) The reactants are: N1(CCN2[CH2:15][CH2:14][CH:13]([NH:16][C:17]([C:19]3[NH:20][C:21]4[C:26]([CH:27]=3)=[C:25]([O:28][CH2:29][CH:30]([CH3:32])[CH3:31])[CH:24]=[CH:23][CH:22]=4)=[O:18])[CH2:12][CH2:11]2)CCCCCC1.Cl.Cl.NC1C=C[C:39]([C@H:42]([N:44]([CH3:51])[CH:45]2[CH2:50][CH2:49][O:48][CH2:47][CH2:46]2)[CH3:43])=CC=1. Given the product [CH3:51][N:44]([CH:45]1[CH2:46][CH2:47][O:48][CH2:49][CH2:50]1)[C@@H:42]([C:43]1[CH:11]=[CH:12][C:13]([NH:16][C:17]([C:19]2[NH:20][C:21]3[C:26]([CH:27]=2)=[C:25]([O:28][CH2:29][CH:30]([CH3:31])[CH3:32])[CH:24]=[CH:23][CH:22]=3)=[O:18])=[CH:14][CH:15]=1)[CH3:39], predict the reactants needed to synthesize it. (7) Given the product [F:27][C:26]([F:29])([F:28])[CH2:30][C:31]([N:23]1[CH2:24][CH2:25][CH:20]([CH2:19][O:18][C:15]2[CH:16]=[CH:17][C:12]([C:9]3[CH:8]=[CH:7][C:6]([S:3]([CH3:2])(=[O:5])=[O:4])=[CH:11][CH:10]=3)=[CH:13][CH:14]=2)[CH2:21][CH2:22]1)=[O:32], predict the reactants needed to synthesize it. The reactants are: Cl.[CH3:2][S:3]([C:6]1[CH:11]=[CH:10][C:9]([C:12]2[CH:17]=[CH:16][C:15]([O:18][CH2:19][CH:20]3[CH2:25][CH2:24][NH:23][CH2:22][CH2:21]3)=[CH:14][CH:13]=2)=[CH:8][CH:7]=1)(=[O:5])=[O:4].[C:26]([CH2:30][C:31](Cl)=[O:32])([F:29])([F:28])[F:27].CCN(CC)CC.O.